Dataset: Forward reaction prediction with 1.9M reactions from USPTO patents (1976-2016). Task: Predict the product of the given reaction. (1) Given the reactants [NH2:1][C@@H:2]([C:6]1[CH:11]=[CH:10][CH:9]=[CH:8][C:7]=1[O:12][CH2:13][C:14]1[CH:19]=[CH:18][CH:17]=[C:16]([Cl:20])[CH:15]=1)[C:3]([OH:5])=[O:4].S(Cl)(Cl)=O.[CH3:25]O, predict the reaction product. The product is: [NH2:1][CH:2]([C:6]1[CH:11]=[CH:10][CH:9]=[CH:8][C:7]=1[O:12][CH2:13][C:14]1[CH:19]=[CH:18][CH:17]=[C:16]([Cl:20])[CH:15]=1)[C:3]([O:5][CH3:25])=[O:4]. (2) Given the reactants [Cl:1][C:2]1[CH:7]=[CH:6][CH:5]=[CH:4][C:3]=1[N:8]=[C:9]=[O:10].[NH2:11][C:12]1[CH:17]=[CH:16][C:15]([C:18]2[O:22][C:21]([C:23]([NH:25][CH:26]([CH:31]([CH3:33])[CH3:32])[C:27]([O:29][CH3:30])=[O:28])=[O:24])=[N:20][CH:19]=2)=[CH:14][CH:13]=1, predict the reaction product. The product is: [Cl:1][C:2]1[CH:7]=[CH:6][CH:5]=[CH:4][C:3]=1[NH:8][C:9](=[O:10])[NH:11][C:12]1[CH:17]=[CH:16][C:15]([C:18]2[O:22][C:21]([C:23]([NH:25][CH:26]([CH:31]([CH3:33])[CH3:32])[C:27]([O:29][CH3:30])=[O:28])=[O:24])=[N:20][CH:19]=2)=[CH:14][CH:13]=1.